This data is from Full USPTO retrosynthesis dataset with 1.9M reactions from patents (1976-2016). The task is: Predict the reactants needed to synthesize the given product. (1) Given the product [F:1][C:2]1[CH:3]=[C:4]2[C:11]([C:23]#[N:24])=[N:10][N:9]([CH2:13][C:14]3[CH:19]=[CH:18][C:17]([O:20][CH3:21])=[CH:16][CH:15]=3)[C:5]2=[N:6][C:7]=1[CH3:8], predict the reactants needed to synthesize it. The reactants are: [F:1][C:2]1[CH:3]=[C:4]2[C:11](I)=[N:10][N:9]([CH2:13][C:14]3[CH:19]=[CH:18][C:17]([O:20][CH3:21])=[CH:16][CH:15]=3)[C:5]2=[N:6][C:7]=1[CH3:8].[Cu][C:23]#[N:24]. (2) Given the product [Br:6][C:7]1[CH:14]=[CH:13][C:10]([CH2:11][NH:5][CH2:4][CH2:3][O:2][CH3:1])=[CH:9][CH:8]=1, predict the reactants needed to synthesize it. The reactants are: [CH3:1][O:2][CH2:3][CH2:4][NH2:5].[Br:6][C:7]1[CH:14]=[CH:13][C:10]([CH:11]=O)=[CH:9][CH:8]=1.C(O)(=O)C.C(O[BH-](OC(=O)C)OC(=O)C)(=O)C.[Na+].